This data is from Reaction yield outcomes from USPTO patents with 853,638 reactions. The task is: Predict the reaction yield, written as a fraction of the theoretical maximum amount of product (1.0 means a 100% yield; for example, 0.34 means a 34% yield). (1) The reactants are [CH3:1][C:2]([CH3:7])=[CH:3][C:4](O)=[O:5].O=S(Cl)Cl.[NH2:12][C:13]1[CH:18]=[CH:17][CH:16]=[CH:15][CH:14]=1.CCN(CC)CC. No catalyst specified. The product is [C:13]1([NH:12][C:4](=[O:5])[CH:3]=[C:2]([CH3:7])[CH3:1])[CH:18]=[CH:17][CH:16]=[CH:15][CH:14]=1. The yield is 0.800. (2) The reactants are [CH3:1][C:2]1[C:8]([N+:9]([O-:11])=[O:10])=[CH:7][CH:6]=[CH:5][C:3]=1[NH2:4].[N:12]([O-])=O.[Na+]. The catalyst is C(O)(=O)C.O. The product is [N+:9]([C:8]1[CH:7]=[CH:6][CH:5]=[C:3]2[C:2]=1[CH:1]=[N:12][NH:4]2)([O-:11])=[O:10]. The yield is 0.810. (3) The reactants are [CH2:1]([O:3][C:4](=[O:10])[CH:5]=[C:6]1[CH2:9][CH2:8][CH2:7]1)[CH3:2].[N+:11]([CH3:14])([O-:13])=[O:12].[F-].C([N+](CCCC)(CCCC)CCCC)CCC. The catalyst is O1CCCC1.C(OCC)(=O)C. The product is [CH2:1]([O:3][C:4](=[O:10])[CH2:5][C:6]1([CH2:14][N+:11]([O-:13])=[O:12])[CH2:9][CH2:8][CH2:7]1)[CH3:2]. The yield is 0.520.